This data is from Reaction yield outcomes from USPTO patents with 853,638 reactions. The task is: Predict the reaction yield, written as a fraction of the theoretical maximum amount of product (1.0 means a 100% yield; for example, 0.34 means a 34% yield). (1) The catalyst is CC#N. The product is [Br:16][CH2:17][CH2:18][N:1]1[CH:5]=[C:4]([C:6]([O:8][CH2:9][CH3:10])=[O:7])[CH:3]=[C:2]1[C:11]([O:13][CH2:14][CH3:15])=[O:12]. The reactants are [NH:1]1[CH:5]=[C:4]([C:6]([O:8][CH2:9][CH3:10])=[O:7])[CH:3]=[C:2]1[C:11]([O:13][CH2:14][CH3:15])=[O:12].[Br:16][CH2:17][CH2:18]Br.C([O-])([O-])=O.[K+].[K+]. The yield is 0.760. (2) The reactants are [CH3:1][C:2]1[CH:7]=[C:6]([CH3:8])[N:5]2[N:9]=[C:10]([SH:12])[N:11]=[C:4]2[N:3]=1.[F:13][C:14]1[CH:23]=[CH:22][C:17]([O:18][CH2:19][CH2:20]Br)=[CH:16][CH:15]=1. No catalyst specified. The product is [F:13][C:14]1[CH:23]=[CH:22][C:17]([O:18][CH2:19][CH2:20][S:12][C:10]2[N:11]=[C:4]3[N:3]=[C:2]([CH3:1])[CH:7]=[C:6]([CH3:8])[N:5]3[N:9]=2)=[CH:16][CH:15]=1. The yield is 0.570. (3) The product is [Br:1][C:2]1[C:11](=[O:12])[C:10]2[C:5](=[CH:6][CH:7]=[CH:8][CH:9]=2)[C:4](=[O:14])[C:3]=1[CH:16]([CH3:17])[C:34]([O:33][CH2:32][CH3:31])=[O:35]. The catalyst is CC(O)=O. The yield is 0.410. The reactants are [Br:1][C:2]1[C:3]([CH2:16][CH2:17]C(OCC)=O)=[C:4]([O:14]C)[C:5]2[C:10]([C:11]=1[O:12]C)=[CH:9][CH:8]=[CH:7][CH:6]=2.[N+]([O-])(O)=O.CC(C)=O.[CH3:31][CH2:32][O:33][C:34](C)=[O:35]. (4) The reactants are [Br:1][C:2]1[C:3](F)=[C:4]2[C:10]([NH:11][C:12]([C:14]3[CH:19]=[CH:18][C:17](=[O:20])[N:16]([CH3:21])[CH:15]=3)=[O:13])=[CH:9][NH:8][C:5]2=[N:6][CH:7]=1.[NH:23]1[CH2:28][CH2:27][CH2:26][C@@H:25]([NH:29]C(=O)OC(C)(C)C)[CH2:24]1.C(O)(C(F)(F)F)=O.C(Cl)[Cl:45]. The catalyst is CCCCO. The product is [ClH:45].[NH2:29][C@@H:25]1[CH2:26][CH2:27][CH2:28][N:23]([C:3]2[C:2]([Br:1])=[CH:7][N:6]=[C:5]3[NH:8][CH:9]=[C:10]([NH:11][C:12]([C:14]4[CH:19]=[CH:18][C:17](=[O:20])[N:16]([CH3:21])[CH:15]=4)=[O:13])[C:4]=23)[CH2:24]1. The yield is 0.360. (5) The yield is 0.430. The product is [CH2:30]([O:28][C:27](=[O:29])[CH2:26][C:24]1[NH:25][C:21]([C:19]([N:13]2[CH2:18][CH2:17][O:16][CH2:15][CH2:14]2)=[O:20])=[CH:22][CH:23]=1)[CH3:31]. The reactants are ClC(Cl)(OC(=O)OC(Cl)(Cl)Cl)Cl.[N:13]1([C:19]([C:21]2[NH:25][C:24]([CH2:26][C:27]([OH:29])=[O:28])=[CH:23][CH:22]=2)=[O:20])[CH2:18][CH2:17][O:16][CH2:15][CH2:14]1.[CH2:30](OC(=O)CC1NC=CC=1)[CH3:31].N1CCOCC1.CCN(CC)CC. The catalyst is C1(C)C=CC=CC=1. (6) The reactants are [O:1]=[C:2]1[N:10]([CH2:11][CH2:12][CH3:13])[C:9]2[N:8]=[C:7]([C:14]34[CH2:21][CH2:20][C:17]([CH:22]=[CH:23][C:24]#[N:25])([CH2:18][CH2:19]3)[CH2:16][CH2:15]4)[NH:6][C:5]=2[C:4](=[O:26])[N:3]1[CH2:27][CH2:28][CH3:29].[H][H]. The catalyst is CO.C(Cl)Cl.[Pd]. The product is [O:1]=[C:2]1[N:10]([CH2:11][CH2:12][CH3:13])[C:9]2[N:8]=[C:7]([C:14]34[CH2:19][CH2:18][C:17]([CH2:22][CH2:23][C:24]#[N:25])([CH2:20][CH2:21]3)[CH2:16][CH2:15]4)[NH:6][C:5]=2[C:4](=[O:26])[N:3]1[CH2:27][CH2:28][CH3:29]. The yield is 0.900. (7) The reactants are [F:1][CH2:2][CH2:3][N:4]1[CH2:10][C:9]2[CH:11]=[C:12]([N+:15]([O-])=O)[CH:13]=[CH:14][C:8]=2[O:7][CH2:6][CH2:5]1.[H][H]. The catalyst is CCOC(C)=O.CO.[Pd]. The product is [F:1][CH2:2][CH2:3][N:4]1[CH2:10][C:9]2[CH:11]=[C:12]([NH2:15])[CH:13]=[CH:14][C:8]=2[O:7][CH2:6][CH2:5]1. The yield is 0.730. (8) The reactants are [F:1][C:2]1[CH:3]=[C:4]([CH:6]=[CH:7][C:8]=1[O:9][C:10]1[CH:15]=[CH:14][N:13]=[C:12]2[N:16]([CH2:27][C:28]3[CH:33]=[CH:32][C:31]([O:34][CH3:35])=[CH:30][CH:29]=3)[N:17]=[C:18]([O:19][CH:20]3[CH2:25][CH2:24][N:23]([CH3:26])[CH2:22][CH2:21]3)[C:11]=12)[NH2:5].[F:36][CH:37]([F:48])[N:38]1[CH:43]=[CH:42][CH:41]=[C:40]([C:44](O)=[O:45])[C:39]1=[O:47]. No catalyst specified. The product is [F:48][CH:37]([F:36])[N:38]1[CH:43]=[CH:42][CH:41]=[C:40]([C:44]([NH:5][C:4]2[CH:6]=[CH:7][C:8]([O:9][C:10]3[CH:15]=[CH:14][N:13]=[C:12]4[N:16]([CH2:27][C:28]5[CH:29]=[CH:30][C:31]([O:34][CH3:35])=[CH:32][CH:33]=5)[N:17]=[C:18]([O:19][CH:20]5[CH2:25][CH2:24][N:23]([CH3:26])[CH2:22][CH2:21]5)[C:11]=34)=[C:2]([F:1])[CH:3]=2)=[O:45])[C:39]1=[O:47]. The yield is 0.800. (9) The reactants are [C:1]1(=[O:26])[N:5]([CH:6]([C:11]2[CH:16]=[CH:15][C:14]([O:17][CH3:18])=[C:13]([O:19][CH3:20])[CH:12]=2)[CH2:7][C:8]([NH2:10])=O)[C:4](=[O:21])[C:3]2=[CH:22][CH:23]=[CH:24][CH:25]=[C:2]12.CN1CCOCC1.S(Cl)(Cl)=O. The catalyst is CN(C)C=O. The product is [C:4]1(=[O:21])[N:5]([CH:6]([C:11]2[CH:16]=[CH:15][C:14]([O:17][CH3:18])=[C:13]([O:19][CH3:20])[CH:12]=2)[CH2:7][C:8]#[N:10])[C:1](=[O:26])[C:2]2=[CH:25][CH:24]=[CH:23][CH:22]=[C:3]12. The yield is 0.790.